This data is from Experimentally validated miRNA-target interactions with 360,000+ pairs, plus equal number of negative samples. The task is: Binary Classification. Given a miRNA mature sequence and a target amino acid sequence, predict their likelihood of interaction. (1) The miRNA is hsa-miR-6513-5p with sequence UUUGGGAUUGACGCCACAUGUCU. The protein sequence of the target gene is MALALLEDWCRIMSVDEQKSLMVTGIPADFEEAEIQEVLQETLKSLGRYRLLGKIFRKQENANAVLLELLEDTDVSAIPSEVQGKGGVWKVIFKTPNQDTEFLERLNLFLEKEGQTVSGMFRALGQEGVSPATVPCISPELLAHLLGQAMAHAPQPLLPMRYRKLRVFSGSAVPAPEEESFEVWLEQATEIVKEWPVTEAEKKRWLAESLRGPALDLMHIVQADNPSISVEECLEAFKQVFGSLESRRTAQVRYLKTYQEEGEKVSAYVLRLETLLRRAVEKRAIPRRIADQVRLEQVMA.... Result: 1 (interaction). (2) The miRNA is hsa-miR-3148 with sequence UGGAAAAAACUGGUGUGUGCUU. The protein sequence of the target gene is MGTSLSPNDPWPLNPLSIQQTTLLLLLSVLATVHVGQRLLRQRRRQLRSAPPGPFAWPLIGNAAAVGQAAHLSFARLARRYGDVFQIRLGSCPIVVLNGERAIHQALVQQGSAFADRPAFASFRVVSGGRSMAFGHYSEHWKVQRRAAHSMMRNFFTRQPRSRQVLEGHVLSEARELVALLVRGSADGAFLDPRPLTVVAVANVMSAVCFGCRYSHDDPEFRELLSHNEEFGRTVGAGSLVDVMPWLQYFPNPVRTVFREFEQLNRNFSNFILDKFLRHCESLRPGAAPRDMMDAFILSA.... Result: 1 (interaction). (3) The miRNA is hsa-miR-128-1-5p with sequence CGGGGCCGUAGCACUGUCUGAGA. The protein sequence of the target gene is MTDTVVNRWMYPGDGPLQSNDKEQLQAGWSVHPGAQTDRQRKQEELTDEEKEIINRVIARAEKMEAMEQERIGRLVDRLETMRKNVAGDGVNRCILCGEQLGMLGSACVVCEDCKKNVCTKCGVETSNNRPHPVWLCKICLEQREVWKRSGAWFFKGFPKQVLPQPMPIKKTKPQQPAGEPATQEQPTPESRHPARAPARGDMEDRRPPGQKPGPDLTSAPGRGSHGPPTRRASEARMSTAARDSEGWDHAHGGGTGDTSRSPAGLRRANSVQAARPAPAPVPSPAPPQPVQPGPPGGSR.... Result: 0 (no interaction).